From a dataset of Forward reaction prediction with 1.9M reactions from USPTO patents (1976-2016). Predict the product of the given reaction. (1) Given the reactants Br[C:2]1[C:11]2[NH:10][C:9](=[O:12])[C:8]3[S:13][CH:14]=[CH:15][C:7]=3[C:6]=2[C:5]([C:16]2[CH:21]=[CH:20][C:19]([CH:22]([NH:24][C:25](=[O:31])[O:26][C:27]([CH3:30])([CH3:29])[CH3:28])[CH3:23])=[CH:18][CH:17]=2)=[C:4]([O:32][CH3:33])[CH:3]=1.[CH3:34]B1OB(C)OB(C)O1, predict the reaction product. The product is: [CH3:33][O:32][C:4]1[CH:3]=[C:2]([CH3:34])[C:11]2[NH:10][C:9](=[O:12])[C:8]3[S:13][CH:14]=[CH:15][C:7]=3[C:6]=2[C:5]=1[C:16]1[CH:17]=[CH:18][C:19]([CH:22]([NH:24][C:25](=[O:31])[O:26][C:27]([CH3:30])([CH3:29])[CH3:28])[CH3:23])=[CH:20][CH:21]=1. (2) The product is: [F:33][C:24]([F:32])([C:25]1[CH:30]=[CH:29][C:28]([F:31])=[CH:27][N:26]=1)[C:22]1[N:23]=[C:18]([NH:7][C:4]2[CH:3]=[C:2]([CH3:1])[NH:6][N:5]=2)[C:19]2[S:36][CH:35]=[CH:34][C:20]=2[N:21]=1. Given the reactants [CH3:1][C:2]1[NH:6][N:5]=[C:4]([NH2:7])[CH:3]=1.CCN(C(C)C)C(C)C.Cl[C:18]1[C:19]2[S:36][CH:35]=[CH:34][C:20]=2[N:21]=[C:22]([C:24]([F:33])([F:32])[C:25]2[CH:30]=[CH:29][C:28]([F:31])=[CH:27][N:26]=2)[N:23]=1, predict the reaction product.